Dataset: Full USPTO retrosynthesis dataset with 1.9M reactions from patents (1976-2016). Task: Predict the reactants needed to synthesize the given product. (1) Given the product [CH3:1][O:2][C:3]1[CH:8]=[CH:7][C:6]([CH2:9][CH:10]=[O:14])=[CH:5][CH:4]=1, predict the reactants needed to synthesize it. The reactants are: [CH3:1][O:2][C:3]1[CH:8]=[CH:7][C:6]([CH:9](O)[CH3:10])=[CH:5][CH:4]=1.CC(OI1(OC(C)=O)(OC(C)=O)OC(=O)C2C=CC=CC1=2)=[O:14]. (2) Given the product [Cl:1][C:2]1[CH:3]=[CH:4][C:5]2[N:11]([C:12](=[O:22])[C:13]3[CH:18]=[CH:17][C:16]([NH:52][C:36](=[O:37])[C:35]([F:46])([F:45])[F:34])=[CH:15][C:14]=3[O:20][CH3:21])[CH2:10][CH2:9][CH2:8][CH:7]([CH2:23][C:24]([N:26]3[CH2:31][CH2:30][N:29]([CH3:32])[CH2:28][CH2:27]3)=[O:25])[C:6]=2[CH:33]=1, predict the reactants needed to synthesize it. The reactants are: [Cl:1][C:2]1[CH:3]=[CH:4][C:5]2[N:11]([C:12](=[O:22])[CH:13]3[CH:18]=[CH:17][CH:16]=[CH:15][C:14]3([O:20][CH3:21])N)[CH2:10][CH2:9][CH2:8][CH:7]([CH2:23][C:24]([N:26]3[CH2:31][CH2:30][N:29]([CH3:32])[CH2:28][CH2:27]3)=[O:25])[C:6]=2[CH:33]=1.[F:34][C:35]([F:46])([F:45])[C:36](O[C:36](=[O:37])[C:35]([F:46])([F:45])[F:34])=[O:37].C(=O)([O-])O.[Na+].[N:52]1C=CC=CC=1. (3) Given the product [OH:1][C@@H:2]([C@H:4]1[C:10](=[O:11])[N:9]2[C@@H:5]1[CH2:6][C:7]([C:15]1[CH:16]=[CH:17][C:18]([O:21][CH3:22])=[CH:19][CH:20]=1)=[C:8]2[C:12]([O:14][CH:25]([O:26][C:27]([O:29][CH:30]1[CH2:35][CH2:34][CH2:33][CH2:32][CH2:31]1)=[O:28])[CH3:24])=[O:13])[CH3:3], predict the reactants needed to synthesize it. The reactants are: [OH:1][C@@H:2]([C@H:4]1[C:10](=[O:11])[N:9]2[C@@H:5]1[CH2:6][C:7]([C:15]1[CH:20]=[CH:19][C:18]([O:21][CH3:22])=[CH:17][CH:16]=1)=[C:8]2[C:12]([O-:14])=[O:13])[CH3:3].[Na+].[CH3:24][CH:25](Cl)[O:26][C:27]([O:29][CH:30]1[CH2:35][CH2:34][CH2:33][CH2:32][CH2:31]1)=[O:28].C(OCC)(=O)C. (4) The reactants are: [F:1][C:2]([F:21])([F:20])[S:3](N(C1C=CC=CC=1)[S:3]([C:2]([F:21])([F:20])[F:1])(=[O:5])=[O:4])(=[O:5])=[O:4].[CH3:22][C:23]1[O:27][C:26]([C:28]2[O:29][C:30]3[C:31](=[C:33]([OH:37])[CH:34]=[CH:35][CH:36]=3)[CH:32]=2)=[N:25][N:24]=1.C(N(CC)CC)C. Given the product [F:1][C:2]([F:21])([F:20])[S:3]([O:37][C:33]1[C:31]2[CH:32]=[C:28]([C:26]3[O:27][C:23]([CH3:22])=[N:24][N:25]=3)[O:29][C:30]=2[CH:36]=[CH:35][CH:34]=1)(=[O:5])=[O:4], predict the reactants needed to synthesize it. (5) Given the product [OH:23][CH2:56][CH2:55][CH2:54][O:53][C:52]1[CH:58]=[CH:59][C:49]([CH2:48][NH:47][C:12]([C:7]2[S:8][C:9]([CH3:11])=[C:10]3[C:6]=2[CH2:5][C@H:4]2[C:2]([CH3:1])([CH3:15])[C@H:3]23)=[O:14])=[C:50]([O:60][CH3:61])[CH:51]=1, predict the reactants needed to synthesize it. The reactants are: [CH3:1][C:2]1([CH3:15])[C@@H:4]2[CH2:5][C:6]3[C:10]([C@H:3]12)=[C:9]([CH3:11])[S:8][C:7]=3[C:12]([OH:14])=O.CN(C([O:23]N1N=NC2C=CC=CC1=2)=[N+](C)C)C.[B-](F)(F)(F)F.C(N(C(C)C)C(C)C)C.[NH2:47][CH2:48][C:49]1[CH:59]=[CH:58][C:52]([O:53][CH:54](O)[CH2:55][CH3:56])=[CH:51][C:50]=1[O:60][CH3:61].